Dataset: Catalyst prediction with 721,799 reactions and 888 catalyst types from USPTO. Task: Predict which catalyst facilitates the given reaction. (1) Reactant: [CH3:1][O:2][C:3]1[CH:19]=[CH:18][C:6]([CH2:7][N:8]2[C:12]3[N:13]=[CH:14][CH:15]=[C:16](O)[C:11]=3[CH:10]=[N:9]2)=[CH:5][CH:4]=1.P(Cl)(Cl)([Cl:22])=O.C([O-])(O)=O.[Na+]. Product: [Cl:22][C:16]1[CH:15]=[CH:14][N:13]=[C:12]2[N:8]([CH2:7][C:6]3[CH:18]=[CH:19][C:3]([O:2][CH3:1])=[CH:4][CH:5]=3)[N:9]=[CH:10][C:11]=12. The catalyst class is: 68. (2) Reactant: [CH:1]1([CH2:7][N:8]2[C:16](=[O:17])[C:15]3[N:14]=[C:13]([C:18]4[CH:19]=[C:20]([CH:26]=[CH:27][CH:28]=4)/[CH:21]=[CH:22]/[C:23](O)=[O:24])[NH:12][C:11]=3[N:10]([CH2:29][CH:30]3[CH2:35][CH2:34][CH2:33][CH2:32][CH2:31]3)[C:9]2=[O:36])[CH2:6][CH2:5][CH2:4][CH2:3][CH2:2]1. Product: [CH:1]1([CH2:7][N:8]2[C:16](=[O:17])[C:15]3[N:14]=[C:13]([C:18]4[CH:28]=[CH:27][CH:26]=[C:20](/[CH:21]=[CH:22]/[C:23]([N:12]5[CH:11]=[CH:15][N:14]=[CH:13]5)=[O:24])[CH:19]=4)[NH:12][C:11]=3[N:10]([CH2:29][CH:30]3[CH2:31][CH2:32][CH2:33][CH2:34][CH2:35]3)[C:9]2=[O:36])[CH2:2][CH2:3][CH2:4][CH2:5][CH2:6]1. The catalyst class is: 204. (3) Reactant: [Al+3].[Cl-].[Cl-].[Cl-].[N:5]1[C:14]2[C:9](=[CH:10][CH:11]=[CH:12][CH:13]=2)[CH:8]=[C:7]([C:15](Cl)=[O:16])[CH:6]=1.[CH3:18][N:19]1[CH2:24][CH2:23][CH2:22][CH2:21][CH:20]1[CH2:25][N:26]1[C:34]2[C:29](=[CH:30][CH:31]=[CH:32][CH:33]=2)[CH:28]=[CH:27]1.[OH-].[Na+]. Product: [CH3:18][N:19]1[CH2:24][CH2:23][CH2:22][CH2:21][CH:20]1[CH2:25][N:26]1[C:34]2[C:29](=[CH:30][CH:31]=[CH:32][CH:33]=2)[C:28]([C:15]([C:7]2[CH:6]=[N:5][C:14]3[C:9]([CH:8]=2)=[CH:10][CH:11]=[CH:12][CH:13]=3)=[O:16])=[CH:27]1. The catalyst class is: 2. (4) Reactant: [Cl:1][C:2]1[NH:13][C:5]2[C:6](=[O:12])[NH:7][CH2:8][CH2:9][CH:10](O)[C:4]=2[C:3]=1[Cl:14].S(O)(O)(=O)=O.[NH2:20][C:21]1[NH:22][CH:23]=[CH:24][N:25]=1.CCOCC. Product: [NH2:20][C:21]1[NH:25][C:24]([CH:10]2[CH2:9][CH2:8][NH:7][C:6](=[O:12])[C:5]3[NH:13][C:2]([Cl:1])=[C:3]([Cl:14])[C:4]2=3)=[CH:23][N:22]=1. The catalyst class is: 501. (5) Reactant: Br[C:2]1[CH:7]=[CH:6][C:5]([C:8]2[N:13]=[CH:12][C:11]([OH:14])=[CH:10][CH:9]=2)=[C:4]([F:15])[CH:3]=1.[Na+].[CH3:17][S:18]([O-:20])=[O:19].[OH-].[Na+]. Product: [F:15][C:4]1[CH:3]=[C:2]([S:18]([CH3:17])(=[O:20])=[O:19])[CH:7]=[CH:6][C:5]=1[C:8]1[N:13]=[CH:12][C:11]([OH:14])=[CH:10][CH:9]=1. The catalyst class is: 16.